The task is: Predict the reaction yield, written as a fraction of the theoretical maximum amount of product (1.0 means a 100% yield; for example, 0.34 means a 34% yield).. This data is from Reaction yield outcomes from USPTO patents with 853,638 reactions. (1) The reactants are Br[C:2]1[NH:3][C:4]2[C:9]([C:10]=1[CH:11]1[CH2:16][CH2:15][CH2:14][CH2:13][CH2:12]1)=[CH:8][CH:7]=[C:6]([C:17]([O:19][CH3:20])=[O:18])[CH:5]=2.[CH:21]([C:23]1[CH:27]=[CH:26][S:25][C:24]=1B(O)O)=[O:22].[F-].[K+].B(O)O. The catalyst is O1CCOCC1. The product is [CH:11]1([C:10]2[C:9]3[C:4](=[CH:5][C:6]([C:17]([O:19][CH3:20])=[O:18])=[CH:7][CH:8]=3)[NH:3][C:2]=2[C:24]2[S:25][CH:26]=[CH:27][C:23]=2[CH:21]=[O:22])[CH2:16][CH2:15][CH2:14][CH2:13][CH2:12]1. The yield is 0.990. (2) The product is [CH3:24][C:19]1([CH3:25])[C:20]([CH3:23])([CH3:22])[O:21][B:17]([C:2]2[CH:7]=[CH:6][C:5]([S:8]([CH:11]3[CH2:16][CH2:15][O:14][CH2:13][CH2:12]3)(=[O:10])=[O:9])=[CH:4][CH:3]=2)[O:18]1. The yield is 0.940. The catalyst is O1CCOCC1.C(Cl)Cl.O. The reactants are Br[C:2]1[CH:7]=[CH:6][C:5]([S:8]([CH:11]2[CH2:16][CH2:15][O:14][CH2:13][CH2:12]2)(=[O:10])=[O:9])=[CH:4][CH:3]=1.[B:17]1([B:17]2[O:21][C:20]([CH3:23])([CH3:22])[C:19]([CH3:25])([CH3:24])[O:18]2)[O:21][C:20]([CH3:23])([CH3:22])[C:19]([CH3:25])([CH3:24])[O:18]1.C([O-])(=O)C.[K+]. (3) The reactants are [CH2:1]([O:3][C:4](=[O:18])[CH2:5][C@H:6]1[O:10][B:9]([OH:11])[C:8]2[CH:12]=[C:13]([OH:17])[CH:14]=[C:15]([CH3:16])[C:7]1=2)[CH3:2].[C:19]([O-])([O-])=O.[Cs+].[Cs+].CI.Cl. The catalyst is CN(C=O)C. The product is [CH2:1]([O:3][C:4](=[O:18])[CH2:5][C@H:6]1[O:10][B:9]([OH:11])[C:8]2[CH:12]=[C:13]([O:17][CH3:19])[CH:14]=[C:15]([CH3:16])[C:7]1=2)[CH3:2]. The yield is 0.350. (4) The reactants are [N:1]1[C:9]([S:10][CH2:11][C:12]2[O:13][C:14](=[O:28])[C:15]3[C:20]([C:21]=2[C:22]2[CH:27]=[CH:26][CH:25]=[CH:24][CH:23]=2)=[CH:19][CH:18]=[CH:17][CH:16]=3)=[C:8]2[C:4]([NH:5][CH:6]=[N:7]2)=[N:3][CH:2]=1.BrCC1OC(=O)C2C(C=1C1C=CC=CC=1[F:47])=CC=CC=2.O.N1C(S)=C2C(NC=N2)=NC=1.C([O-])([O-])=O.[K+].[K+]. No catalyst specified. The product is [N:1]1[C:9]([S:10][CH2:11][C:12]2[O:13][C:14](=[O:28])[C:15]3[C:20]([C:21]=2[C:22]2[CH:23]=[CH:24][CH:25]=[CH:26][C:27]=2[F:47])=[CH:19][CH:18]=[CH:17][CH:16]=3)=[C:8]2[C:4]([NH:5][CH:6]=[N:7]2)=[N:3][CH:2]=1. The yield is 0.735. (5) The reactants are [NH2:1][C:2]1[CH:7]=[CH:6][C:5]([CH3:8])=[CH:4][N:3]=1.Br[CH2:10][C:11](=O)[C:12]([O:14][CH2:15][CH3:16])=[O:13]. The catalyst is CO. The product is [CH3:8][C:5]1[CH:6]=[CH:7][C:2]2[N:3]([CH:10]=[C:11]([C:12]([O:14][CH2:15][CH3:16])=[O:13])[N:1]=2)[CH:4]=1. The yield is 0.930. (6) The reactants are [NH2:1][C:2]1[C:3]([NH:21][C@@H:22]2[C@H:26]([CH2:27][CH3:28])[CH2:25][C@H:24]([NH:29][S:30]([CH:33]3[CH2:35][CH2:34]3)(=[O:32])=[O:31])[CH2:23]2)=[C:4]2[CH:10]=[CH:9][N:8]([S:11]([C:14]3[CH:20]=[CH:19][C:17]([CH3:18])=[CH:16][CH:15]=3)(=[O:13])=[O:12])[C:5]2=[N:6][CH:7]=1.Cl.[N:37]([O-])=O.[Na+]. The catalyst is O. The product is [CH2:27]([C@H:26]1[C@@H:22]([N:21]2[C:3]3=[C:4]4[CH:10]=[CH:9][N:8]([S:11]([C:14]5[CH:15]=[CH:16][C:17]([CH3:18])=[CH:19][CH:20]=5)(=[O:12])=[O:13])[C:5]4=[N:6][CH:7]=[C:2]3[N:1]=[N:37]2)[CH2:23][C@@H:24]([NH:29][S:30]([CH:33]2[CH2:35][CH2:34]2)(=[O:31])=[O:32])[CH2:25]1)[CH3:28]. The yield is 0.740. (7) The reactants are [C:1]([C:3]1[C:4]([C:20]2[CH:25]=[CH:24][C:23]([Cl:26])=[CH:22][C:21]=2[Cl:27])=[C:5]([C:15]([O:17]CC)=O)[S:6][C:7]=1[C:8]1[CH:13]=[CH:12][N:11]=[C:10]([F:14])[CH:9]=1)#[N:2].[OH-].[Na+].O.Cl.C[N:33](C)CCCN=C=NCC.O.ON1C2C=CC=CC=2N=N1.[OH-].[NH4+]. The catalyst is C(#N)C.C(Cl)Cl. The product is [C:1]([C:3]1[C:4]([C:20]2[CH:25]=[CH:24][C:23]([Cl:26])=[CH:22][C:21]=2[Cl:27])=[C:5]([C:15]([NH2:33])=[O:17])[S:6][C:7]=1[C:8]1[CH:13]=[CH:12][N:11]=[C:10]([F:14])[CH:9]=1)#[N:2]. The yield is 0.550. (8) The reactants are [C:1]([C:3]1[CH:10]=[CH:9][C:6]([CH2:7][NH2:8])=[CH:5][CH:4]=1)#[N:2].[C:11](=N)([C:18]1[CH:23]=[CH:22][CH:21]=[CH:20][CH:19]=1)[C:12]1[CH:17]=[CH:16][CH:15]=[CH:14][CH:13]=1. The catalyst is C(Cl)Cl. The product is [C:12]1([C:11]([C:18]2[CH:19]=[CH:20][CH:21]=[CH:22][CH:23]=2)=[N:2][CH2:1][C:3]2[CH:10]=[CH:9][C:6]([C:7]#[N:8])=[CH:5][CH:4]=2)[CH:17]=[CH:16][CH:15]=[CH:14][CH:13]=1. The yield is 0.804. (9) The reactants are COC1C=CC(C[N:8]2[C:12]3=[N:13][CH:14]=[CH:15][C:16]([O:17][C:18]4[CH:23]=[CH:22][C:21]([NH2:24])=[CH:20][C:19]=4[F:25])=[C:11]3[C:10]([CH3:26])=[N:9]2)=CC=1.[CH3:29][N:30]1[CH:35]=[CH:34][CH:33]=[C:32]([C:36](O)=[O:37])[C:31]1=[O:39]. No catalyst specified. The product is [F:25][C:19]1[CH:20]=[C:21]([NH:24][C:36]([C:32]2[C:31](=[O:39])[N:30]([CH3:29])[CH:35]=[CH:34][CH:33]=2)=[O:37])[CH:22]=[CH:23][C:18]=1[O:17][C:16]1[CH:15]=[CH:14][N:13]=[C:12]2[NH:8][N:9]=[C:10]([CH3:26])[C:11]=12. The yield is 0.990.